From a dataset of Full USPTO retrosynthesis dataset with 1.9M reactions from patents (1976-2016). Predict the reactants needed to synthesize the given product. Given the product [CH3:11][CH:12]([CH2:16][C:17]([CH3:20])([CH3:19])[CH3:18])[CH2:13][CH2:1][O:2][C:3]([CH:5]1[CH2:10][CH2:9][CH:8]=[CH:7][CH2:6]1)=[O:4], predict the reactants needed to synthesize it. The reactants are: [CH3:1][O:2][C:3]([CH:5]1[CH2:10][CH2:9][CH:8]=[CH:7][CH2:6]1)=[O:4].[CH3:11][CH:12]([CH2:16][C:17]([CH3:20])([CH3:19])[CH3:18])[CH2:13]CO.